From a dataset of Forward reaction prediction with 1.9M reactions from USPTO patents (1976-2016). Predict the product of the given reaction. (1) Given the reactants [CH3:1][CH:2]([CH3:17])[CH2:3][CH2:4][N:5]1[C:13]2[C:8](=[C:9]([N+:14]([O-])=O)[CH:10]=[CH:11][CH:12]=2)[CH:7]=[N:6]1.NC1C=C(C=CC=1OC(C)C)C(N)=O, predict the reaction product. The product is: [CH3:1][CH:2]([CH3:17])[CH2:3][CH2:4][N:5]1[C:13]2[C:8](=[C:9]([NH2:14])[CH:10]=[CH:11][CH:12]=2)[CH:7]=[N:6]1. (2) Given the reactants [CH3:1][O:2][C:3]1[CH:4]=[C:5]([CH:8]=[CH:9][C:10]=1[F:11])[CH:6]=O.C(O)(=O)[CH2:13][C:14]([OH:16])=[O:15].N1CCCCC1, predict the reaction product. The product is: [CH3:1][O:2][C:3]1[CH:4]=[C:5]([CH:6]=[CH:13][C:14]([OH:16])=[O:15])[CH:8]=[CH:9][C:10]=1[F:11]. (3) Given the reactants C(OC([N:8]1[CH2:13][CH2:12][N:11]([C:14]2[S:15][C:16]([S:19]([CH2:22][CH3:23])(=[O:21])=[O:20])=[CH:17][N:18]=2)[CH2:10][CH2:9]1)=O)(C)(C)C.[ClH:24], predict the reaction product. The product is: [ClH:24].[CH2:22]([S:19]([C:16]1[S:15][C:14]([N:11]2[CH2:10][CH2:9][NH:8][CH2:13][CH2:12]2)=[N:18][CH:17]=1)(=[O:21])=[O:20])[CH3:23]. (4) Given the reactants [CH3:1][O:2][C:3]1[CH:12]=[C:11]2[C:6]([CH2:7][CH2:8][CH2:9][NH:10]2)=[CH:5][CH:4]=1.Cl[C:14]1[C:15](=[O:28])[NH:16][C:17]2[C:22]([N:23]=1)=[CH:21][C:20]([C:24]([O:26][CH3:27])=[O:25])=[CH:19][CH:18]=2, predict the reaction product. The product is: [CH3:1][O:2][C:3]1[CH:12]=[C:11]2[C:6]([CH2:7][CH2:8][CH2:9][N:10]2[C:14]2[C:15](=[O:28])[NH:16][C:17]3[C:22]([N:23]=2)=[CH:21][C:20]([C:24]([O:26][CH3:27])=[O:25])=[CH:19][CH:18]=3)=[CH:5][CH:4]=1. (5) Given the reactants [NH:1]1[C:10]2[C:5](=[CH:6][CH:7]=[CH:8][CH:9]=2)[CH2:4][CH2:3][CH:2]1[CH2:11][NH:12][C:13]([NH:15][C:16]1[CH:24]=[CH:23][CH:22]=[C:21]2[C:17]=1[CH:18]=[N:19][N:20]2[C:25]([O:27][CH3:28])=[O:26])=[O:14].[CH2:29](Br)[C:30]1[CH:35]=[CH:34][CH:33]=[CH:32][CH:31]=1.C(=O)([O-])[O-].[K+].[K+], predict the reaction product. The product is: [CH2:29]([N:1]1[C:10]2[C:5](=[CH:6][CH:7]=[CH:8][CH:9]=2)[CH2:4][CH2:3][CH:2]1[CH2:11][NH:12][C:13]([NH:15][C:16]1[CH:24]=[CH:23][CH:22]=[C:21]2[C:17]=1[CH:18]=[N:19][N:20]2[C:25]([O:27][CH3:28])=[O:26])=[O:14])[C:30]1[CH:35]=[CH:34][CH:33]=[CH:32][CH:31]=1. (6) Given the reactants [CH3:1][C:2]([CH3:23])([CH3:22])[CH2:3][CH2:4][CH2:5][C:6]1[CH:7]=[C:8]([C:13]2[CH:18]=[C:17]([O:19][CH3:20])[CH:16]=[CH:15][C:14]=2[F:21])[CH:9]=[CH:10][C:11]=1[OH:12].C1(P(C2C=CC=CC=2)C2C=CC=CC=2)C=CC=CC=1.[CH:43]1([CH:46]([C:53]2[CH:58]=[CH:57][CH:56]=[C:55]([CH2:59]O)[CH:54]=2)[CH2:47][C:48]([O:50][CH2:51][CH3:52])=[O:49])[CH2:45][CH2:44]1.N(C(OCC)=O)=NC(OCC)=O, predict the reaction product. The product is: [CH:43]1([CH:46]([C:53]2[CH:58]=[CH:57][CH:56]=[C:55]([CH2:59][O:12][C:11]3[CH:10]=[CH:9][C:8]([C:13]4[CH:18]=[C:17]([O:19][CH3:20])[CH:16]=[CH:15][C:14]=4[F:21])=[CH:7][C:6]=3[CH2:5][CH2:4][CH2:3][C:2]([CH3:23])([CH3:22])[CH3:1])[CH:54]=2)[CH2:47][C:48]([O:50][CH2:51][CH3:52])=[O:49])[CH2:45][CH2:44]1. (7) The product is: [Cl:35][C:36]1[N:41]=[C:40]([N:23]2[CH2:24][CH2:25][CH:20]([C:18]([NH:17][CH2:16][C:11]3[CH:12]=[CH:13][CH:14]=[CH:15][C:10]=3[C:9]([F:8])([F:26])[F:27])=[O:19])[CH2:21][CH2:22]2)[CH:39]=[CH:38][N:37]=1. Given the reactants FC(F)(F)C(O)=O.[F:8][C:9]([F:27])([F:26])[C:10]1[CH:15]=[CH:14][CH:13]=[CH:12][C:11]=1[CH2:16][NH:17][C:18]([CH:20]1[CH2:25][CH2:24][NH:23][CH2:22][CH2:21]1)=[O:19].C(N(CC)CC)C.[Cl:35][C:36]1[N:41]=[C:40](Cl)[CH:39]=[CH:38][N:37]=1, predict the reaction product. (8) Given the reactants [CH2:1]([O:3][C:4](=[O:31])[C:5]([C:8]1[N:9]=[C:10]([N:14](C(OC(C)(C)C)=O)CC2C=CC(OC)=CC=2)[S:11][C:12]=1[F:13])([CH3:7])[CH3:6])[CH3:2].C(O)(C(F)(F)F)=O, predict the reaction product. The product is: [CH2:1]([O:3][C:4](=[O:31])[C:5]([C:8]1[N:9]=[C:10]([NH2:14])[S:11][C:12]=1[F:13])([CH3:7])[CH3:6])[CH3:2].